Task: Predict the reactants needed to synthesize the given product.. Dataset: Full USPTO retrosynthesis dataset with 1.9M reactions from patents (1976-2016) (1) Given the product [CH2:35]([O:34][P:30]([CH2:29][C:28]1[CH:38]=[CH:39][C:25]([NH:24][C:16]2[N:15]=[C:14]([NH:13][C:5]3[CH:4]=[CH:3][C:2]([N:52]4[CH2:51][CH2:50][N:49]([CH2:48][C:47]([OH:46])=[O:55])[CH2:54][CH2:53]4)=[C:10]4[C:6]=3[C:7](=[O:12])[N:8]([CH3:11])[CH2:9]4)[C:19]([C:20]([F:21])([F:23])[F:22])=[CH:18][N:17]=2)=[C:26]([O:40][CH3:41])[CH:27]=1)([O:31][CH2:32][CH3:33])=[O:37])[CH3:36], predict the reactants needed to synthesize it. The reactants are: Br[C:2]1[CH:3]=[CH:4][C:5]([NH:13][C:14]2[C:19]([C:20]([F:23])([F:22])[F:21])=[CH:18][N:17]=[C:16]([NH:24][C:25]3[CH:39]=[CH:38][C:28]([CH2:29][P:30](=[O:37])([O:34][CH2:35][CH3:36])[O:31][CH2:32][CH3:33])=[CH:27][C:26]=3[O:40][CH3:41])[N:15]=2)=[C:6]2[C:10]=1[CH2:9][N:8]([CH3:11])[C:7]2=[O:12].C([O:46][C:47](=[O:55])[CH2:48][N:49]1[CH2:54][CH2:53][NH:52][CH2:51][CH2:50]1)(C)(C)C. (2) The reactants are: Cl[C:2]1[CH:9]=[CH:8][C:7]([S:10]([CH3:13])(=[O:12])=[O:11])=[CH:6][C:3]=1[C:4]#[N:5].[Cl:14][C:15]1[CH:20]=[CH:19][C:18]([CH2:21][C:22]([OH:24])=[O:23])=[CH:17][C:16]=1[OH:25]. Given the product [Cl:14][C:15]1[CH:20]=[CH:19][C:18]([CH2:21][C:22]([OH:24])=[O:23])=[CH:17][C:16]=1[O:25][C:2]1[CH:9]=[CH:8][C:7]([S:10]([CH3:13])(=[O:12])=[O:11])=[CH:6][C:3]=1[C:4]#[N:5], predict the reactants needed to synthesize it.